From a dataset of Catalyst prediction with 721,799 reactions and 888 catalyst types from USPTO. Predict which catalyst facilitates the given reaction. (1) Reactant: [OH:1][C:2]1[C:3]2[CH:14]=[C:13]([C:15]([F:18])([F:17])[F:16])[CH:12]=[CH:11][C:4]=2[S:5][C:6]=1[C:7]([O:9][CH3:10])=[O:8].CI.[C:21](=O)([O-])[O-].[K+].[K+].CN(C)C=O. Product: [CH3:21][O:1][C:2]1[C:3]2[CH:14]=[C:13]([C:15]([F:18])([F:16])[F:17])[CH:12]=[CH:11][C:4]=2[S:5][C:6]=1[C:7]([O:9][CH3:10])=[O:8]. The catalyst class is: 310. (2) Reactant: Cl[C:2]1[N:7]=[C:6]([O:8][C@@H:9]([C@H:11]2[CH2:15][NH:14][C:13](=[O:16])[CH2:12]2)[CH3:10])[C:5]2=[CH:17][N:18]([CH3:20])[N:19]=[C:4]2[CH:3]=1.[CH:21]1([C:24]2[CH:29]=[CH:28][C:27](B3OC(C)(C)C(C)(C)O3)=[CH:26][N:25]=2)[CH2:23][CH2:22]1.C(=O)([O-])[O-].[Na+].[Na+]. Product: [CH:21]1([C:24]2[N:25]=[CH:26][C:27]([C:2]3[N:7]=[C:6]([O:8][C@@H:9]([C@H:11]4[CH2:15][NH:14][C:13](=[O:16])[CH2:12]4)[CH3:10])[C:5]4=[CH:17][N:18]([CH3:20])[N:19]=[C:4]4[CH:3]=3)=[CH:28][CH:29]=2)[CH2:23][CH2:22]1. The catalyst class is: 44.